This data is from Forward reaction prediction with 1.9M reactions from USPTO patents (1976-2016). The task is: Predict the product of the given reaction. (1) Given the reactants [C:1]([O:4][C@H:5]1[CH2:10][CH2:9][C@@H:8](Cl)[CH:7]=[CH:6]1)(=[O:3])[CH3:2].[N-:12]=[N+:13]=[N-:14].[Na+], predict the reaction product. The product is: [C:1]([O:4][C@H:5]1[CH2:10][CH2:9][C@H:8]([N:12]=[N+:13]=[N-:14])[CH:7]=[CH:6]1)(=[O:3])[CH3:2]. (2) Given the reactants [ClH:1].[CH2:2]([N:4]([CH2:7][C:8]1[C:15]([C:16]#[N:17])=[C:14]([OH:18])[C:13]([O:19]C)=[CH:12][C:9]=1[C:10]#[N:11])[CH2:5][CH3:6])[CH3:3].C(#N)C.B(Br)(Br)Br, predict the reaction product. The product is: [ClH:1].[CH2:2]([N:4]([CH2:7][C:8]1[C:15]([C:16]#[N:17])=[C:14]([OH:18])[C:13]([OH:19])=[CH:12][C:9]=1[C:10]#[N:11])[CH2:5][CH3:6])[CH3:3]. (3) Given the reactants [OH:1][C:2]1[CH:7]=[CH:6][C:5]([C:8](=[O:10])[CH3:9])=[CH:4][CH:3]=1.C(=O)([O-])[O-].[K+].[K+].Br[CH2:18][CH:19]([CH3:21])[CH3:20].O, predict the reaction product. The product is: [CH3:18][CH:19]([CH3:21])[CH2:20][O:1][C:2]1[CH:7]=[CH:6][C:5]([C:8](=[O:10])[CH3:9])=[CH:4][CH:3]=1. (4) The product is: [Si:28]([O:27][C@H:17]1[CH2:18][CH2:19][C@@:20]2([CH3:21])[C@@H:15]([CH2:14][CH2:13][C:12]3[C:11]4[C@:25]([CH3:26])([CH2:24][CH2:23][C:22]=32)[C@@H:8]([C@H:6]([CH3:7])[CH2:5][CH2:4][C:3]([OH:37])=[O:2])[CH2:9][CH:10]=4)[C:16]1([CH3:35])[CH3:36])([C:31]([CH3:34])([CH3:32])[CH3:33])([CH3:30])[CH3:29]. Given the reactants C[O:2][C:3](=[O:37])[CH2:4][CH2:5][C@H:6]([C@@H:8]1[C@:25]2([CH3:26])[C:11]([C:12]3[CH2:13][CH2:14][C@@H:15]4[C@:20]([C:22]=3[CH2:23][CH2:24]2)([CH3:21])[CH2:19][CH2:18][C@H:17]([O:27][Si:28]([C:31]([CH3:34])([CH3:33])[CH3:32])([CH3:30])[CH3:29])[C:16]4([CH3:36])[CH3:35])=[CH:10][CH2:9]1)[CH3:7], predict the reaction product. (5) Given the reactants C1(C)C=CC(S(O)(=O)=O)=CC=1.[Cl:12][C:13]1[CH:14]=[C:15]([CH:64]=[CH:65][C:66]=1[O:67][CH3:68])[CH2:16][N:17]1[C:22]([CH3:23])=[CH:21][C:20]([O:24][CH2:25][C:26]2[CH:61]=[CH:60][CH:59]=[CH:58][C:27]=2[CH2:28][NH:29][C:30]([NH:32][C:33]2[N:37]([C:38]3[CH:43]=[CH:42][CH:41]=[C:40]([O:44][CH2:45][CH2:46][O:47]C4CCCCO4)[CH:39]=3)[N:36]=[C:35]([C:54]([CH3:57])([CH3:56])[CH3:55])[CH:34]=2)=[O:31])=[C:19]([Cl:62])[C:18]1=[O:63], predict the reaction product. The product is: [Cl:12][C:13]1[CH:14]=[C:15]([CH:64]=[CH:65][C:66]=1[O:67][CH3:68])[CH2:16][N:17]1[C:22]([CH3:23])=[CH:21][C:20]([O:24][CH2:25][C:26]2[CH:61]=[CH:60][CH:59]=[CH:58][C:27]=2[CH2:28][NH:29][C:30]([NH:32][C:33]2[N:37]([C:38]3[CH:43]=[CH:42][CH:41]=[C:40]([O:44][CH2:45][CH2:46][OH:47])[CH:39]=3)[N:36]=[C:35]([C:54]([CH3:57])([CH3:56])[CH3:55])[CH:34]=2)=[O:31])=[C:19]([Cl:62])[C:18]1=[O:63]. (6) Given the reactants C([O:8][N:9]([CH2:12][C@@H:13]([CH2:17][CH2:18][CH2:19][CH3:20])[C:14](O)=[O:15])[CH:10]=[O:11])C1C=CC=CC=1.[F:21][C@H:22]1[CH2:26][NH:25][C@H:24]([C:27]2[NH:31][C:30]3[CH:32]=[CH:33][CH:34]=[CH:35][C:29]=3[N:28]=2)[CH2:23]1, predict the reaction product. The product is: [NH:31]1[C:30]2[CH:32]=[CH:33][CH:34]=[CH:35][C:29]=2[N:28]=[C:27]1[C@@H:24]1[CH2:23][C@@H:22]([F:21])[CH2:26][N:25]1[C:14]([C@H:13]([CH2:17][CH2:18][CH2:19][CH3:20])[CH2:12][N:9]([OH:8])[CH:10]=[O:11])=[O:15]. (7) Given the reactants [N:1]1([C:7]2[CH:13]=[CH:12][C:10]([NH2:11])=[CH:9][CH:8]=2)[CH2:6][CH2:5][CH2:4][CH2:3][CH2:2]1.P(=O)(O)(O)O.[N+]([O-])(O)=O.[N:23]([O-])=O.[Na+].[CH3:27][C:28](=[O:33])[CH2:29][C:30](=[O:32])[CH3:31].C([O-])(=O)C.[K+].C([O-])([O-])=O.[Na+].[Na+], predict the reaction product. The product is: [N:1]1([C:7]2[CH:13]=[CH:12][C:10]([NH:11][N:23]=[C:29]([C:28](=[O:33])[CH3:27])[C:30](=[O:32])[CH3:31])=[CH:9][CH:8]=2)[CH2:6][CH2:5][CH2:4][CH2:3][CH2:2]1.